From a dataset of Reaction yield outcomes from USPTO patents with 853,638 reactions. Predict the reaction yield, written as a fraction of the theoretical maximum amount of product (1.0 means a 100% yield; for example, 0.34 means a 34% yield). (1) The reactants are [NH2:1][C:2]1[CH:6]=[CH:5][S:4][C:3]=1[C:7]([O:9][CH3:10])=[O:8].[OH-].[K+].ClC(Cl)([O:16]C(=O)OC(Cl)(Cl)Cl)Cl. The catalyst is O.C1(C)C=CC=CC=1. The product is [NH:1]1[C:2]2[CH:6]=[CH:5][S:4][C:3]=2[C:7](=[O:8])[O:9][C:10]1=[O:16]. The yield is 0.400. (2) The reactants are [NH2:1][C:2]1[CH:3]=[C:4]([CH3:9])[CH:5]=[N:6][C:7]=1[Cl:8].[N+:10]([C:13]1[CH:21]=[CH:20][CH:19]=[CH:18][C:14]=1[C:15](Cl)=[O:16])([O-:12])=[O:11]. The yield is 0.910. The product is [Cl:8][C:7]1[C:2]([NH:1][C:15](=[O:16])[C:14]2[CH:18]=[CH:19][CH:20]=[CH:21][C:13]=2[N+:10]([O-:12])=[O:11])=[CH:3][C:4]([CH3:9])=[CH:5][N:6]=1. The catalyst is N1C=CC=CC=1.O.C(=O)(O)[O-].[Na+]. (3) The reactants are [OH:1][C:2]1[CH:11]=[CH:10][C:5]([C:6]([O:8][CH3:9])=[O:7])=[CH:4][CH:3]=1.CC(O)=O.[Br:16]Br. The catalyst is C(Cl)(Cl)(Cl)Cl. The product is [Br:16][C:11]1[CH:10]=[C:5]([CH:4]=[CH:3][C:2]=1[OH:1])[C:6]([O:8][CH3:9])=[O:7]. The yield is 0.660. (4) The reactants are S([CH2:11][N+:12]#[C-])(C1C=CC(C)=CC=1)(=O)=O.O=[C:15]1[CH2:21][CH:20]2[N:22]([C:23]([O:25][CH2:26][CH3:27])=[O:24])[CH:17]([CH2:18][CH2:19]2)[CH2:16]1.CC(C)([O-])C.[K+].O. The catalyst is COCCOC.C(O)C. The product is [C:11]([CH:15]1[CH2:21][CH:20]2[N:22]([C:23]([O:25][CH2:26][CH3:27])=[O:24])[CH:17]([CH2:18][CH2:19]2)[CH2:16]1)#[N:12]. The yield is 0.600. (5) The reactants are [N+:1]([C:4]1[CH:5]=[C:6]([CH:10]=[CH:11][C:12]=1[N+:13]([O-:15])=[O:14])[C:7]([OH:9])=O)([O-:3])=[O:2].P(Cl)(Cl)(Cl)(Cl)Cl.CCCCCC.[O:28]1[CH2:32][CH2:31][CH2:30][CH:29]1[CH2:33][N:34]1[CH2:39][CH2:38][NH:37][CH2:36][CH2:35]1. The catalyst is C(O)(=O)C. The product is [N+:1]([C:4]1[CH:5]=[C:6]([C:7]([N:37]2[CH2:36][CH2:35][N:34]([CH2:33][CH:29]3[CH2:30][CH2:31][CH2:32][O:28]3)[CH2:39][CH2:38]2)=[O:9])[CH:10]=[CH:11][C:12]=1[N+:13]([O-:15])=[O:14])([O-:3])=[O:2]. The yield is 0.820.